From a dataset of Reaction yield outcomes from USPTO patents with 853,638 reactions. Predict the reaction yield, written as a fraction of the theoretical maximum amount of product (1.0 means a 100% yield; for example, 0.34 means a 34% yield). The reactants are C(Cl)(=O)C1C=CC=CC=1.[S-:10][C:11]#[N:12].[NH4+].[F:14][C:15]1[CH:16]=[C:17]([CH:19]=[C:20]([F:22])[CH:21]=1)[NH2:18].[OH-].[Na+].Cl.[OH-].[NH4+]. The catalyst is CC(C)=O.O. The product is [F:14][C:15]1[CH:16]=[C:17]([NH:18][C:11]([NH2:12])=[S:10])[CH:19]=[C:20]([F:22])[CH:21]=1. The yield is 0.480.